Dataset: Reaction yield outcomes from USPTO patents with 853,638 reactions. Task: Predict the reaction yield, written as a fraction of the theoretical maximum amount of product (1.0 means a 100% yield; for example, 0.34 means a 34% yield). (1) The reactants are [Br:1][C:2]1[CH:3]=[C:4]2[C:15](=[CH:16][CH:17]=1)[O:14][C:7]1[C:8]([F:13])=[N:9][C:10]([Cl:12])=[CH:11][C:6]=1[C:5]2([CH2:19][CH2:20][OH:21])O.[N:22]([Si](C)(C)C)=[N+:23]=[N-:24].B(F)(F)F.CCOCC. The catalyst is C1COCC1. The product is [N:22]([C:5]1([CH2:19][CH2:20][OH:21])[C:6]2[CH:11]=[C:10]([Cl:12])[N:9]=[C:8]([F:13])[C:7]=2[O:14][C:15]2[C:4]1=[CH:3][C:2]([Br:1])=[CH:17][CH:16]=2)=[N+:23]=[N-:24]. The yield is 0.800. (2) The reactants are C([O:8][C:9]1[CH:14]=[CH:13][N:12]=[C:11]([O:15][CH3:16])[CH:10]=1)C1C=CC=CC=1.[H][H]. The catalyst is C(O)C.[C].[Pd]. The product is [CH3:16][O:15][C:11]1[CH:10]=[C:9]([OH:8])[CH:14]=[CH:13][N:12]=1. The yield is 0.990.